Dataset: Forward reaction prediction with 1.9M reactions from USPTO patents (1976-2016). Task: Predict the product of the given reaction. (1) Given the reactants Cl[CH2:2][C:3]1[N:4]([CH3:14])[CH:5]=[C:6]([C:8]2[CH:13]=[CH:12][CH:11]=[CH:10][CH:9]=2)[N:7]=1.[O:15]1[CH2:20][CH2:19][N:18]([C:21]2[N:26]=[C:25]([CH:27]=O)[CH:24]=[CH:23][CH:22]=2)[CH2:17][CH2:16]1, predict the reaction product. The product is: [CH3:14][N:4]1[CH:5]=[C:6]([C:8]2[CH:13]=[CH:12][CH:11]=[CH:10][CH:9]=2)[N:7]=[C:3]1[CH2:2][CH2:27][C:25]1[N:26]=[C:21]([N:18]2[CH2:19][CH2:20][O:15][CH2:16][CH2:17]2)[CH:22]=[CH:23][CH:24]=1. (2) Given the reactants [OH:1][C:2]1[CH:12]=[CH:11][C:5]([C:6]([O:8][CH2:9][CH3:10])=[O:7])=[CH:4][CH:3]=1.C(=O)([O-])[O-].[K+].[K+].[CH3:19][C:20]([CH3:24])=[CH:21][CH2:22]Cl, predict the reaction product. The product is: [CH3:19][C:20]([CH3:24])=[CH:21][CH2:22][O:1][C:2]1[CH:3]=[CH:4][C:5]([C:6]([O:8][CH2:9][CH3:10])=[O:7])=[CH:11][CH:12]=1. (3) The product is: [N+:18]([C:10]1[C:9]([NH:21][C:22]2[CH:23]=[C:24]([CH:27]=[CH:28][CH:29]=2)[C:25]#[N:26])=[CH:17][CH:16]=[C:15]2[C:11]=1[CH2:12][CH2:13][CH2:14]2)([O-:20])=[O:19]. Given the reactants O([C:9]1[C:10]([N+:18]([O-:20])=[O:19])=[C:11]2[C:15](=[CH:16][CH:17]=1)[CH2:14][CH2:13][CH2:12]2)S(C(F)(F)F)(=O)=O.[NH2:21][C:22]1[CH:23]=[C:24]([CH:27]=[CH:28][CH:29]=1)[C:25]#[N:26].C(=O)([O-])[O-].[K+].[K+].C1(P(C2C=CC=CC=2)C2C=CC=CC=2)C=CC=CC=1, predict the reaction product. (4) Given the reactants [N:1]1[CH:6]=[CH:5][C:4]([CH2:7][CH2:8][C:9]2[C:17]3[C:12](=[CH:13][CH:14]=[CH:15][CH:16]=3)[NH:11][CH:10]=2)=[CH:3][CH:2]=1.[CH2:18]([C:22]1([N:29]2[CH2:33][CH2:32][CH2:31][CH2:30]2)[CH2:27][CH2:26][C:25](=O)[CH2:24][CH2:23]1)[CH2:19][CH2:20][CH3:21].FC(F)(F)S(O)(=O)=O, predict the reaction product. The product is: [CH2:18]([C:22]1([N:29]2[CH2:33][CH2:32][CH2:31][CH2:30]2)[CH2:27][CH2:26][C:25]([C:10]2[NH:11][C:12]3[C:17]([C:9]=2[CH2:8][CH2:7][C:4]2[CH:3]=[CH:2][N:1]=[CH:6][CH:5]=2)=[CH:16][CH:15]=[CH:14][CH:13]=3)([C:10]2[NH:11][C:12]3[C:17]([C:9]=2[CH2:8][CH2:7][C:4]2[CH:5]=[CH:6][N:1]=[CH:2][CH:3]=2)=[CH:16][CH:15]=[CH:14][CH:13]=3)[CH2:24][CH2:23]1)[CH2:19][CH2:20][CH3:21]. (5) The product is: [C:1]([O:5][C:6](=[O:17])[NH:7][CH2:8][C@H:9]1[CH2:10][CH2:11][C@H:12]([CH2:15][NH2:16])[CH2:13][CH2:14]1)([CH3:4])([CH3:2])[CH3:3]. Given the reactants [C:1]([O:5][C:6](=[O:17])[NH:7][CH2:8][C@H:9]1[CH2:14][CH2:13][C@H:12]([C:15]#[N:16])[CH2:11][CH2:10]1)([CH3:4])([CH3:3])[CH3:2].O.[OH-].[Li+], predict the reaction product. (6) Given the reactants Br[C:2]1[CH:3]=[C:4]2[C:8](=[CH:9][CH:10]=1)[C:7](=O)[N:6]([C:12]1[CH:17]=[CH:16][C:15]([O:18][CH2:19][CH2:20][N:21]([CH:25]([CH3:27])[CH3:26])[CH:22]([CH3:24])[CH3:23])=[C:14]([O:28][CH3:29])[CH:13]=1)[C:5]2=[O:30].[BH4-].[Na+].C(N(C(C)C)CCOC1C=CC(N2C(O)C3C(=CC=CC=3)C2=O)=CC=1OC)(C)C.C([SiH](CC)CC)C.FC(F)(F)C(O)=O, predict the reaction product. The product is: [CH:25]([N:21]([CH:22]([CH3:24])[CH3:23])[CH2:20][CH2:19][O:18][C:15]1[CH:16]=[CH:17][C:12]([N:6]2[CH2:7][C:8]3[C:4](=[CH:3][CH:2]=[CH:10][CH:9]=3)[C:5]2=[O:30])=[CH:13][C:14]=1[O:28][CH3:29])([CH3:26])[CH3:27]. (7) The product is: [C:22]([O:21][C:17](=[O:20])[CH2:18][C:3](=[O:16])[C:4]1[CH:9]=[CH:8][CH:7]=[C:6]([C:10]2[CH:15]=[CH:14][N:13]=[N:12][CH:11]=2)[CH:5]=1)([CH3:31])([CH3:27])[CH3:23].[OH:30][CH:29]1[O:16][C:3](=[O:2])[CH:4]=[C:28]1[C:24]1[CH:23]=[C:22]([CH3:31])[CH:27]=[CH:26][CH:25]=1.[OH2:19].[NH2:12][NH2:13]. Given the reactants C[O:2][C:3](=[O:16])[C:4]1[CH:9]=[CH:8][CH:7]=[C:6]([C:10]2[CH:15]=[CH:14][N:13]=[N:12][CH:11]=2)[CH:5]=1.[C:17]([OH:21])(=[O:20])[CH:18]=[O:19].[C:22]1([CH3:31])[CH:27]=[CH:26][CH:25]=[C:24]([CH2:28][CH:29]=[O:30])[CH:23]=1, predict the reaction product.